Dataset: Catalyst prediction with 721,799 reactions and 888 catalyst types from USPTO. Task: Predict which catalyst facilitates the given reaction. (1) Reactant: [C:1]([OH:7])([C:3]([F:6])([F:5])[F:4])=[O:2].C(OC([N:15]1[C@H:20]([C:21]2[NH:25][C:24]3[CH:26]=[C:27]([C:30]4[CH:31]=[C:32]5[C:37](=[CH:38][CH:39]=4)[N:36]=[C:35]([C:40]4[NH:44][C:43]([C@@H:45]6[CH2:50][C@@H:49]7[C@@H:47]([CH2:48]7)[N:46]6C(OC(C)(C)C)=O)=[N:42][CH:41]=4)[CH:34]=[N:33]5)[CH:28]=[CH:29][C:23]=3[N:22]=2)[CH2:19][C@@H:18]2[C@H:16]1[CH2:17]2)=O)(C)(C)C. Product: [C:1]([OH:7])([C:3]([F:6])([F:5])[F:4])=[O:2].[C@@H:16]12[CH2:17][C@@H:18]1[CH2:19][C@@H:20]([C:21]1[NH:25][C:24]3[CH:26]=[C:27]([C:30]4[CH:31]=[C:32]5[C:37](=[CH:38][CH:39]=4)[N:36]=[C:35]([C:40]4[NH:44][C:43]([C@@H:45]6[CH2:50][C@@H:49]7[C@@H:47]([CH2:48]7)[NH:46]6)=[N:42][CH:41]=4)[CH:34]=[N:33]5)[CH:28]=[CH:29][C:23]=3[N:22]=1)[NH:15]2. The catalyst class is: 2. (2) Reactant: C[O:2][C:3](=[O:34])[CH:4]([C:27]1[CH:32]=[CH:31][CH:30]=[CH:29][C:28]=1[Cl:33])[N:5]([C:17](=[O:26])[C:18]1[CH:23]=[CH:22][C:21]([O:24][CH3:25])=[CH:20][CH:19]=1)[CH2:6][C:7]1[CH:12]=[CH:11][C:10]([O:13][CH3:14])=[CH:9][C:8]=1[O:15][CH3:16].O.[OH-].[Li+]. Product: [CH3:25][O:24][C:21]1[CH:20]=[CH:19][C:18]([C:17]([N:5]([CH2:6][C:7]2[CH:12]=[CH:11][C:10]([O:13][CH3:14])=[CH:9][C:8]=2[O:15][CH3:16])[CH:4]([C:27]2[CH:32]=[CH:31][CH:30]=[CH:29][C:28]=2[Cl:33])[C:3]([OH:34])=[O:2])=[O:26])=[CH:23][CH:22]=1. The catalyst class is: 20.